From a dataset of Full USPTO retrosynthesis dataset with 1.9M reactions from patents (1976-2016). Predict the reactants needed to synthesize the given product. (1) Given the product [Cl:18][C:19]1[CH:20]=[CH:21][C:22]([N:28]2[N:32]=[CH:31][CH:30]=[N:29]2)=[C:23]([CH:27]=1)[C:24]([N:16]([CH2:15][CH2:14][C:11]1[CH:12]=[CH:13][N:9]([C:6]2[CH:5]=[CH:4][C:3]([F:2])=[CH:8][N:7]=2)[N:10]=1)[CH3:17])=[O:26], predict the reactants needed to synthesize it. The reactants are: Cl.[F:2][C:3]1[CH:4]=[CH:5][C:6]([N:9]2[CH:13]=[CH:12][C:11]([CH2:14][CH2:15][NH:16][CH3:17])=[N:10]2)=[N:7][CH:8]=1.[Cl:18][C:19]1[CH:20]=[CH:21][C:22]([N:28]2[N:32]=[CH:31][CH:30]=[N:29]2)=[C:23]([CH:27]=1)[C:24]([OH:26])=O. (2) Given the product [O:17]1[C:22]2[CH:23]=[CH:24][C:25]([CH2:27][NH:28][C:2]3[N:7]=[C:6]([NH:8][C:9]4[CH:14]=[CH:13][CH:12]=[C:11]([OH:15])[CH:10]=4)[C:5]([F:16])=[CH:4][N:3]=3)=[CH:26][C:21]=2[O:20][CH2:19][CH2:18]1, predict the reactants needed to synthesize it. The reactants are: Cl[C:2]1[N:7]=[C:6]([NH:8][C:9]2[CH:14]=[CH:13][CH:12]=[C:11]([OH:15])[CH:10]=2)[C:5]([F:16])=[CH:4][N:3]=1.[O:17]1[C:22]2[CH:23]=[CH:24][C:25]([CH2:27][NH2:28])=[CH:26][C:21]=2[O:20][CH2:19][CH2:18]1.N1C=CC(N)=NC=1N. (3) Given the product [CH2:1]([O:3][C:4]([CH:6]1[CH2:11][CH2:10][C:16]([O:17][CH2:18][CH3:19])([O:20][CH2:21][CH3:22])[CH2:8][CH2:7]1)=[O:5])[CH3:2], predict the reactants needed to synthesize it. The reactants are: [CH2:1]([O:3][C:4]([CH:6]1[CH2:11][CH2:10]C(=O)[CH2:8][CH2:7]1)=[O:5])[CH3:2].C(O[CH:16]([O:20][CH2:21][CH3:22])[O:17][CH2:18][CH3:19])C.C1(C)C=CC(S(O)(=O)=O)=CC=1.C(N(CC)CC)C. (4) Given the product [OH:1][CH2:2][C:3]1[C:4]([CH3:26])=[C:5]([C:9]2[C:14]([CH3:15])=[CH:13][C:12]([O:16][CH2:17][CH2:18][CH2:19][N:20]([CH3:27])[C:21](=[O:24])[CH2:22][CH3:23])=[CH:11][C:10]=2[CH3:25])[CH:6]=[CH:7][CH:8]=1, predict the reactants needed to synthesize it. The reactants are: [OH:1][CH2:2][C:3]1[C:4]([CH3:26])=[C:5]([C:9]2[C:14]([CH3:15])=[CH:13][C:12]([O:16][CH2:17][CH2:18][CH2:19][NH:20][C:21](=[O:24])[CH2:22][CH3:23])=[CH:11][C:10]=2[CH3:25])[CH:6]=[CH:7][CH:8]=1.[CH2:27](N(CC)CC)C.Cl[Si](C)(C)C. (5) Given the product [CH3:1][O:2][C:3]1[CH:4]=[C:5]2[CH:11]=[C:10]([C:12]([NH:14][C:15]3[CH:20]=[CH:19][C:18]([C:34]4[N:35]=[C:36]([C@H:44]5[CH2:45][CH2:46][C@H:47]([N:50]6[CH2:51][CH2:52][N:53]([CH3:56])[CH2:54][CH2:55]6)[CH2:48][CH2:49]5)[N:37]5[CH:42]=[CH:41][N:40]=[C:39]([CH3:43])[C:38]=45)=[CH:17][C:16]=3[O:30][CH3:31])=[O:13])[N:9]([CH3:32])[C:6]2=[CH:7][N:8]=1, predict the reactants needed to synthesize it. The reactants are: [CH3:1][O:2][C:3]1[CH:4]=[C:5]2[CH:11]=[C:10]([C:12]([NH:14][C:15]3[CH:20]=[CH:19][C:18](B4OC(C)(C)C(C)(C)O4)=[CH:17][C:16]=3[O:30][CH3:31])=[O:13])[N:9]([CH3:32])[C:6]2=[CH:7][N:8]=1.Br[C:34]1[N:35]=[C:36]([C@H:44]2[CH2:49][CH2:48][C@H:47]([N:50]3[CH2:55][CH2:54][N:53]([CH3:56])[CH2:52][CH2:51]3)[CH2:46][CH2:45]2)[N:37]2[CH:42]=[CH:41][N:40]=[C:39]([CH3:43])[C:38]=12. (6) The reactants are: O[C:2]1[CH:15]=[C:14]2[C:5]([C:6]3([CH3:18])[C:11]([CH2:12][CH2:13]2)=[C:10](C)[C:9](=[O:17])[CH2:8][CH2:7]3)=[CH:4][CH:3]=1.F[C:20](F)(F)C(O)=O. Given the product [CH3:18][C:6]12[CH:5]3[C:14](=[C:15]([CH3:20])[CH2:2][CH2:3][CH2:4]3)[CH2:13][CH2:12][C:11]1=[CH:10][C:9]([OH:17])=[CH:8][CH2:7]2, predict the reactants needed to synthesize it. (7) Given the product [Cl:33][C:30]1[CH:29]=[CH:28][C:27]([C:12]2[C:11]3[CH:34]=[C:7]([C:49]4[CH:48]=[CH:47][CH:46]=[C:45]([O:44][CH3:43])[CH:50]=4)[CH:8]=[CH:9][C:10]=3[N:16]3[C:17]([CH3:20])=[N:18][N:19]=[C:15]3[C@H:14]([CH2:21][C:22]([NH:24][CH2:25][CH3:26])=[O:23])[N:13]=2)=[CH:32][CH:31]=1, predict the reactants needed to synthesize it. The reactants are: FC(F)(F)S(O[C:7]1[CH:8]=[CH:9][C:10]2[N:16]3[C:17]([CH3:20])=[N:18][N:19]=[C:15]3[C@H:14]([CH2:21][C:22]([NH:24][CH2:25][CH3:26])=[O:23])[N:13]=[C:12]([C:27]3[CH:32]=[CH:31][C:30]([Cl:33])=[CH:29][CH:28]=3)[C:11]=2[CH:34]=1)(=O)=O.C(=O)([O-])[O-].[K+].[K+].[CH3:43][O:44][C:45]1[CH:46]=[C:47](B(O)O)[CH:48]=[CH:49][CH:50]=1.C1(C)C=CC=CC=1. (8) Given the product [CH:1]([C:4]1[C:8]([CH2:9][O:10][C:11]2[CH:15]=[C:14]([CH2:16][CH2:17][C:18]([OH:20])=[O:19])[N:13]([CH3:23])[N:12]=2)=[CH:7][N:6]([C:24]2[CH:29]=[CH:28][C:27]([C:30]([F:31])([F:32])[F:33])=[CH:26][N:25]=2)[N:5]=1)([CH3:3])[CH3:2], predict the reactants needed to synthesize it. The reactants are: [CH:1]([C:4]1[C:8]([CH2:9][O:10][C:11]2[CH:15]=[C:14](/[CH:16]=[CH:17]/[C:18]([O:20]CC)=[O:19])[N:13]([CH3:23])[N:12]=2)=[CH:7][N:6]([C:24]2[CH:29]=[CH:28][C:27]([C:30]([F:33])([F:32])[F:31])=[CH:26][N:25]=2)[N:5]=1)([CH3:3])[CH3:2].